From a dataset of Full USPTO retrosynthesis dataset with 1.9M reactions from patents (1976-2016). Predict the reactants needed to synthesize the given product. (1) Given the product [C:1]([C:5]1[CH:23]=[CH:22][C:8]([CH2:9][O:10][C:11]2[CH:20]=[CH:19][C:18]([F:21])=[CH:17][C:12]=2[C:13]([OH:15])=[O:14])=[CH:7][CH:6]=1)([CH3:4])([CH3:2])[CH3:3], predict the reactants needed to synthesize it. The reactants are: [C:1]([C:5]1[CH:23]=[CH:22][C:8]([CH2:9][O:10][C:11]2[CH:20]=[CH:19][C:18]([F:21])=[CH:17][C:12]=2[C:13]([O:15]C)=[O:14])=[CH:7][CH:6]=1)([CH3:4])([CH3:3])[CH3:2].[OH-].[Na+]. (2) Given the product [Cl:1][C:2]1[N:3]=[CH:4][C:5]2[N:11]([CH3:23])[C:10](=[O:12])[CH:9]([CH3:13])[CH2:8][N:7]([CH:14]3[CH2:19][CH2:18][CH2:17][CH2:16][CH2:15]3)[C:6]=2[N:20]=1, predict the reactants needed to synthesize it. The reactants are: [Cl:1][C:2]1[N:3]=[CH:4][C:5]2[NH:11][C:10](=[O:12])[CH:9]([CH3:13])[CH2:8][N:7]([CH:14]3[CH2:19][CH2:18][CH2:17][CH2:16][CH2:15]3)[C:6]=2[N:20]=1.IC.[CH3:23]N(C)C=O.[H-].[Na+]. (3) Given the product [CH:1]1([CH2:4][O:5][C:6]2[CH:7]=[CH:8][C:9]3[N:10]([CH:14]=[C:15]([C:17]4[CH:22]=[CH:21][C:20]([OH:23])=[CH:19][CH:18]=4)[N:12]=3)[CH:11]=2)[CH2:2][CH2:3]1, predict the reactants needed to synthesize it. The reactants are: [CH:1]1([CH2:4][O:5][C:6]2[CH:7]=[CH:8][C:9]([NH2:12])=[N:10][CH:11]=2)[CH2:3][CH2:2]1.Br[CH2:14][C:15]([C:17]1[CH:22]=[CH:21][C:20]([OH:23])=[CH:19][CH:18]=1)=O. (4) Given the product [O:41]=[S:2]1(=[O:1])[CH2:7][CH2:6][CH:5]([O:8][C:9]2[CH:14]=[C:13]([CH3:15])[C:12]([C:16]3[CH:21]=[CH:20][CH:19]=[C:18]([CH2:22][O:23][C:24]4[CH:29]=[CH:28][C:27]([C:30]5([CH2:34][C:35]([OH:37])=[O:36])[CH2:31][O:32][CH2:33]5)=[CH:26][CH:25]=4)[CH:17]=3)=[C:11]([CH3:40])[CH:10]=2)[CH2:4][CH2:3]1, predict the reactants needed to synthesize it. The reactants are: [O:1]=[S:2]1(=[O:41])[CH2:7][CH2:6][CH:5]([O:8][C:9]2[CH:14]=[C:13]([CH3:15])[C:12]([C:16]3[CH:21]=[CH:20][CH:19]=[C:18]([CH2:22][O:23][C:24]4[CH:29]=[CH:28][C:27]([C:30]5([CH2:34][C:35]([O:37]CC)=[O:36])[CH2:33][O:32][CH2:31]5)=[CH:26][CH:25]=4)[CH:17]=3)=[C:11]([CH3:40])[CH:10]=2)[CH2:4][CH2:3]1. (5) Given the product [ClH:29].[F:28][C:2]([F:1])([O:7][C:8]1[CH:9]=[CH:10][C:11]([O:12][CH:13]2[CH2:18][CH2:17][NH:16][CH2:15][CH2:14]2)=[CH:26][CH:27]=1)[C:3]([F:6])([F:5])[F:4], predict the reactants needed to synthesize it. The reactants are: [F:1][C:2]([F:28])([O:7][C:8]1[CH:27]=[CH:26][C:11]([O:12][CH:13]2[CH2:18][CH2:17][N:16](C(OC(C)(C)C)=O)[CH2:15][CH2:14]2)=[CH:10][CH:9]=1)[C:3]([F:6])([F:5])[F:4].[ClH:29].